This data is from Forward reaction prediction with 1.9M reactions from USPTO patents (1976-2016). The task is: Predict the product of the given reaction. (1) Given the reactants [Cl:1][C:2]1[CH:7]=[CH:6][C:5]([CH:8]([C:21]2[CH:26]=[CH:25][C:24]([C:27]3[CH:32]=[CH:31][C:30]([C:33]([OH:35])=O)=[CH:29][CH:28]=3)=[CH:23][CH:22]=2)[CH2:9]/[C:10](=[N:19]\[OH:20])/[C:11]2[CH:16]=[CH:15][C:14](=[O:17])[N:13]([CH3:18])[CH:12]=2)=[C:4]([CH3:36])[CH:3]=1.[NH2:37][CH2:38][C:39]1[NH:43][N:42]=[N:41][N:40]=1.CN(C(ON1N=NC2C=CC=NC1=2)=[N+](C)C)C.F[P-](F)(F)(F)(F)F, predict the reaction product. The product is: [NH:40]1[C:39]([CH2:38][NH:37][C:33]([C:30]2[CH:31]=[CH:32][C:27]([C:24]3[CH:25]=[CH:26][C:21]([CH:8]([C:5]4[CH:6]=[CH:7][C:2]([Cl:1])=[CH:3][C:4]=4[CH3:36])[CH2:9]/[C:10](=[N:19]\[OH:20])/[C:11]4[CH:16]=[CH:15][C:14](=[O:17])[N:13]([CH3:18])[CH:12]=4)=[CH:22][CH:23]=3)=[CH:28][CH:29]=2)=[O:35])=[N:43][N:42]=[N:41]1. (2) Given the reactants [O:1]=[C:2]1[CH2:10][C:9]2[C:4](=[CH:5][CH:6]=[C:7]([S:11](Cl)(=[O:13])=[O:12])[CH:8]=2)[NH:3]1.[CH3:15][N:16]1[CH2:21][CH2:20][NH:19][CH2:18][CH2:17]1, predict the reaction product. The product is: [CH3:15][N:16]1[CH2:21][CH2:20][N:19]([S:11]([C:7]2[CH:8]=[C:9]3[C:4](=[CH:5][CH:6]=2)[NH:3][C:2](=[O:1])[CH2:10]3)(=[O:13])=[O:12])[CH2:18][CH2:17]1. (3) Given the reactants [Cl:1][C:2]1[CH:7]=[CH:6][C:5]([C:8]([NH2:11])([CH3:10])[CH3:9])=[CH:4][CH:3]=1.[Cl:12][C:13]1[CH:18]=[CH:17][CH:16]=[CH:15][C:14]=1[CH2:19][N:20]1[C:25](=[O:26])[C:24]([C:27]([NH:29][CH2:30][C:31]([O:33]CC)=[O:32])=[O:28])=[C:23]([OH:36])[C:22]([C:37](OC)=[O:38])=[C:21]1[OH:41], predict the reaction product. The product is: [Cl:12][C:13]1[CH:18]=[CH:17][CH:16]=[CH:15][C:14]=1[CH2:19][N:20]1[C:21]([OH:41])=[C:22]([C:37]([NH:11][C:8]([C:5]2[CH:4]=[CH:3][C:2]([Cl:1])=[CH:7][CH:6]=2)([CH3:9])[CH3:10])=[O:38])[C:23]([OH:36])=[C:24]([C:27]([NH:29][CH2:30][C:31]([OH:33])=[O:32])=[O:28])[C:25]1=[O:26]. (4) Given the reactants [CH3:1][C:2]1[CH:3]=[C:4]([C@:8]([OH:12])([CH3:11])[CH2:9][OH:10])[CH:5]=[CH:6][CH:7]=1.C([O-])(O)=[O:14].[Na+], predict the reaction product. The product is: [CH3:1][C:2]1[CH:3]=[C:4]([C@@:8]([CH3:11])([OH:12])[C:9]([OH:14])=[O:10])[CH:5]=[CH:6][CH:7]=1. (5) Given the reactants [CH3:1][N:2]([CH3:16])[S:3]([C:6]1[CH:7]=[C:8]2[C:12](=[CH:13][CH:14]=1)[NH:11][C:10](=[O:15])[CH2:9]2)(=[O:5])=[O:4].[CH3:17][C:18]1[C:26]2[C:21](=[CH:22][CH:23]=[CH:24][CH:25]=2)[NH:20][C:19]=1[CH:27]=O.N1CCCCC1, predict the reaction product. The product is: [CH3:1][N:2]([CH3:16])[S:3]([C:6]1[CH:7]=[C:8]2[C:12](=[CH:13][CH:14]=1)[NH:11][C:10](=[O:15])[C:9]2=[CH:27][C:19]1[NH:20][C:21]2[C:26]([C:18]=1[CH3:17])=[CH:25][CH:24]=[CH:23][CH:22]=2)(=[O:5])=[O:4]. (6) Given the reactants [Li][CH2:2][CH2:3][CH2:4]C.[I-].C([P+](C1C=CC=CC=1)(C1C=CC=CC=1)C1C=CC=CC=1)(C)C.[CH:29]([C@@H:31]1[CH2:35][N:34]([C:36]([O:38][CH2:39][C:40]2[CH:45]=[CH:44][CH:43]=[CH:42][CH:41]=2)=[O:37])[C:33](=[O:46])[CH2:32]1)=O.[NH4+].[Cl-], predict the reaction product. The product is: [CH3:2][C:3]([CH3:4])=[CH:29][C@@H:31]1[CH2:35][N:34]([C:36]([O:38][CH2:39][C:40]2[CH:45]=[CH:44][CH:43]=[CH:42][CH:41]=2)=[O:37])[C:33](=[O:46])[CH2:32]1. (7) Given the reactants C(N(C(C)C)CC)(C)C.[CH2:10]([O:17][C:18](=[O:28])[NH:19][C:20]1[CH:25]=[CH:24][C:23]([CH2:26][OH:27])=[CH:22][CH:21]=1)[C:11]1[CH:16]=[CH:15][CH:14]=[CH:13][CH:12]=1.[CH3:29][S:30](Cl)(=[O:32])=[O:31], predict the reaction product. The product is: [CH2:10]([O:17][C:18]([NH:19][C:20]1[CH:21]=[CH:22][C:23]([CH2:26][O:27][S:30]([CH3:29])(=[O:32])=[O:31])=[CH:24][CH:25]=1)=[O:28])[C:11]1[CH:12]=[CH:13][CH:14]=[CH:15][CH:16]=1. (8) Given the reactants [H-].[Na+].[F:3][C:4]([F:10])([CH3:9])[C:5]([CH3:8])([OH:7])[CH3:6].[C:11](=O)([O:19]C1C=CC=CN=1)[O:12][C:13]1[CH:18]=[CH:17][CH:16]=[CH:15][N:14]=1, predict the reaction product. The product is: [C:11](=[O:19])([O:12][C:13]1[CH:18]=[CH:17][CH:16]=[CH:15][N:14]=1)[O:7][C:5]([CH3:8])([C:4]([F:10])([F:3])[CH3:9])[CH3:6]. (9) Given the reactants C([NH:8][C@H:9]([C:11](O)=[O:12])[CH3:10])(OC(C)(C)C)=O.[NH2:14][CH:15]1[N:21]=[C:20]([C:22]2[CH:27]=[CH:26][CH:25]=[CH:24][CH:23]=2)[C:19]2[CH:28]=[C:29]([Cl:32])[CH:30]=[CH:31][C:18]=2[N:17]([CH3:33])[C:16]1=[O:34], predict the reaction product. The product is: [NH2:8][C@H:9]([C:11]([C:15]1([NH2:14])[N:21]=[C:20]([C:22]2[CH:23]=[CH:24][CH:25]=[CH:26][CH:27]=2)[C:19]2[CH:28]=[C:29]([Cl:32])[CH:30]=[CH:31][C:18]=2[N:17]([CH3:33])[C:16]1=[O:34])=[O:12])[CH3:10]. (10) Given the reactants [CH3:1][O:2][C:3]1[CH:11]=[CH:10][C:6]([C:7](O)=[O:8])=[CH:5][C:4]=1[O:12][C:13]([F:16])([F:15])[F:14].C(Cl)(=O)C([Cl:20])=O, predict the reaction product. The product is: [CH3:1][O:2][C:3]1[CH:11]=[CH:10][C:6]([C:7]([Cl:20])=[O:8])=[CH:5][C:4]=1[O:12][C:13]([F:16])([F:15])[F:14].